Dataset: Reaction yield outcomes from USPTO patents with 853,638 reactions. Task: Predict the reaction yield, written as a fraction of the theoretical maximum amount of product (1.0 means a 100% yield; for example, 0.34 means a 34% yield). (1) The reactants are [N:1]1[C:6]2[CH2:7][CH:8]([CH2:10][OH:11])[CH2:9][C:5]=2[N:4]=[CH:3][CH:2]=1.C(N(CC)CC)C.[CH3:19][S:20](Cl)(=[O:22])=[O:21]. The catalyst is ClCCl.O. The product is [N:1]1[C:6]2[CH2:7][CH:8]([CH2:10][O:11][S:20]([CH3:19])(=[O:22])=[O:21])[CH2:9][C:5]=2[N:4]=[CH:3][CH:2]=1. The yield is 0.880. (2) The reactants are O[CH2:2][C:3]([C:5]1[CH:10]=[CH:9][CH:8]=[CH:7][CH:6]=1)=[O:4].N1([C:16]2[CH:23]=[CH:22][C:19]([CH:20]=O)=[CH:18]N=2)CCCC1.O([CH3:26])[Na]. The catalyst is C1COCC1. The product is [C:19]1([CH:20]=[CH:2][C:3]([C:5]2[CH:10]=[CH:9][CH:8]=[CH:7][CH:6]=2)=[O:4])[CH:18]=[CH:26][CH:16]=[CH:23][CH:22]=1. The yield is 0.650.